The task is: Predict the product of the given reaction.. This data is from Forward reaction prediction with 1.9M reactions from USPTO patents (1976-2016). (1) Given the reactants C[O:2][C:3](=[O:33])[C@H:4]([CH2:29][CH2:30][S:31][CH3:32])[NH:5][C:6](=[O:28])[C:7]1[CH:12]=[CH:11][C:10]([CH2:13][O:14][CH2:15][C:16]2[CH:17]=[N:18][CH:19]=[CH:20][CH:21]=2)=[CH:9][C:8]=1[C:22]1[CH:27]=[CH:26][CH:25]=[CH:24][CH:23]=1.N.Cl, predict the reaction product. The product is: [N:18]1[CH:19]=[CH:20][CH:21]=[C:16]([CH2:15][O:14][CH2:13][C:10]2[CH:11]=[CH:12][C:7]([C:6]([NH:5][C@H:4]([C:3]([OH:33])=[O:2])[CH2:29][CH2:30][S:31][CH3:32])=[O:28])=[C:8]([C:22]3[CH:23]=[CH:24][CH:25]=[CH:26][CH:27]=3)[CH:9]=2)[CH:17]=1. (2) Given the reactants [CH3:1][N:2]1[CH:10]2[CH:5]([CH2:6][CH2:7][CH2:8][CH2:9]2)[CH2:4][CH2:3]1.[I:11][CH2:12][CH2:13][CH2:14][CH3:15], predict the reaction product. The product is: [I-:11].[CH2:12]([N+:2]1([CH3:1])[CH:10]2[CH:5]([CH2:6][CH2:7][CH2:8][CH2:9]2)[CH2:4][CH2:3]1)[CH2:13][CH2:14][CH3:15]. (3) The product is: [CH2:14]([C:11]1[CH:12]=[CH:13][C:8]([CH2:7][C:6]2[CH:2]=[N:3][NH:4][CH:5]=2)=[CH:9][CH:10]=1)[CH3:15]. Given the reactants N[C:2]1[C:6]([CH2:7][C:8]2[CH:13]=[CH:12][C:11]([CH2:14][CH3:15])=[CH:10][CH:9]=2)=[C:5](N)[NH:4][N:3]=1.P(=O)(O)(O)O.N([O-])=O.[Na+].[OH-].[Na+], predict the reaction product.